Dataset: Forward reaction prediction with 1.9M reactions from USPTO patents (1976-2016). Task: Predict the product of the given reaction. (1) Given the reactants [C:1]([O:5][C:6]([N:8]1[CH2:12][CH2:11][CH2:10][C@H:9]1[CH2:13][O:14][C:15]1[CH:20]=[CH:19][C:18]([C:21](=[O:28])[C:22]2[CH:27]=[CH:26][CH:25]=[CH:24][CH:23]=2)=[CH:17][N:16]=1)=[O:7])([CH3:4])([CH3:3])[CH3:2].[BH4-].[Na+], predict the reaction product. The product is: [C:1]([O:5][C:6]([N:8]1[CH2:12][CH2:11][CH2:10][C@H:9]1[CH2:13][O:14][C:15]1[CH:20]=[CH:19][C:18]([CH:21]([OH:28])[C:22]2[CH:27]=[CH:26][CH:25]=[CH:24][CH:23]=2)=[CH:17][N:16]=1)=[O:7])([CH3:4])([CH3:2])[CH3:3]. (2) Given the reactants [CH3:1][C@H:2]([NH:11][CH3:12])[C@@H:3]([OH:10])[C:4]1[CH:9]=[CH:8][CH:7]=[CH:6][CH:5]=1.C([Li])CCC.[NH2:18][C:19]1[N:24]=[CH:23][N:22]=[C:21]2[N:25]([CH2:47][C:48](OCC)=[O:49])[N:26]=[C:27]([C:28]3[CH:33]=[CH:32][C:31]([NH:34][S:35]([C:38]4[CH:43]=[CH:42][CH:41]=[C:40]([Cl:44])[C:39]=4[Cl:45])(=[O:37])=[O:36])=[C:30]([F:46])[CH:29]=3)[C:20]=12, predict the reaction product. The product is: [OH:10][C@@H:3]([C:4]1[CH:9]=[CH:8][CH:7]=[CH:6][CH:5]=1)[C@H:2]([N:11]([CH3:12])[C:48](=[O:49])[CH2:47][N:25]1[C:21]2=[N:22][CH:23]=[N:24][C:19]([NH2:18])=[C:20]2[C:27]([C:28]2[CH:33]=[CH:32][C:31]([NH:34][S:35]([C:38]3[CH:43]=[CH:42][CH:41]=[C:40]([Cl:44])[C:39]=3[Cl:45])(=[O:37])=[O:36])=[C:30]([F:46])[CH:29]=2)=[N:26]1)[CH3:1]. (3) Given the reactants [Cr](O[Cr]([O-])(=O)=O)([O-])(=O)=O.[NH+]1C=CC=CC=1.[NH+]1C=CC=CC=1.[CH3:22][O:23][CH2:24][O:25][C:26]1[CH:31]=[CH:30][C:29]([CH2:32][CH2:33][CH:34]2[CH2:41][CH2:40][CH2:39][CH:38]([OH:42])[CH2:37][CH2:36][CH2:35]2)=[CH:28][CH:27]=1, predict the reaction product. The product is: [CH3:22][O:23][CH2:24][O:25][C:26]1[CH:31]=[CH:30][C:29]([CH2:32][CH2:33][CH:34]2[CH2:41][CH2:40][CH2:39][C:38](=[O:42])[CH2:37][CH2:36][CH2:35]2)=[CH:28][CH:27]=1. (4) The product is: [CH3:13][O:14][C:15]1[CH:16]=[C:17]([C:23]2([CH2:28][NH:29][C:10]([C:3]3[C:4]4[C:9](=[CH:8][CH:7]=[CH:6][CH:5]=4)[NH:1][N:2]=3)=[O:12])[CH2:24][CH2:25][CH2:26][CH2:27]2)[CH:18]=[CH:19][C:20]=1[O:21][CH3:22]. Given the reactants [NH:1]1[C:9]2[C:4](=[CH:5][CH:6]=[CH:7][CH:8]=2)[C:3]([C:10]([OH:12])=O)=[N:2]1.[CH3:13][O:14][C:15]1[CH:16]=[C:17]([C:23]2([CH2:28][NH2:29])[CH2:27][CH2:26][CH2:25][CH2:24]2)[CH:18]=[CH:19][C:20]=1[O:21][CH3:22].C(N(CC)CC)C.F[P-](F)(F)(F)(F)F.N1(OC(N(C)C)=[N+](C)C)C2N=CC=CC=2N=N1, predict the reaction product. (5) Given the reactants Br[CH2:2][CH2:3][CH2:4][O:5][C:6]1[CH:13]=[CH:12][C:9]([C:10]#[N:11])=[CH:8][CH:7]=1.[C:14]1(=[O:24])[NH:18][C:17](=[O:19])[C:16]2=[CH:20][CH:21]=[CH:22][CH:23]=[C:15]12.[K], predict the reaction product. The product is: [O:19]=[C:17]1[C:16]2[C:15](=[CH:23][CH:22]=[CH:21][CH:20]=2)[C:14](=[O:24])[N:18]1[CH2:2][CH2:3][CH2:4][O:5][C:6]1[CH:13]=[CH:12][C:9]([C:10]#[N:11])=[CH:8][CH:7]=1. (6) Given the reactants C[Si]([N-][Si](C)(C)C)(C)C.[K+].C1[O:28][CH2:27][CH2:26]OCCOCCOCCOCCOC1.[NH2:29][C:30]1[N:34]([C:35]2[CH:40]=[CH:39][CH:38]=[CH:37][C:36]=2[Cl:41])[N:33]=[CH:32][C:31]=1[CH:42]=O.[NH4+].[Cl-], predict the reaction product. The product is: [Cl:41][C:36]1[CH:37]=[CH:38][CH:39]=[CH:40][C:35]=1[N:34]1[C:30]2[NH:29][C:27](=[O:28])[CH:26]=[CH:42][C:31]=2[CH:32]=[N:33]1.